From a dataset of Peptide-MHC class II binding affinity with 134,281 pairs from IEDB. Regression. Given a peptide amino acid sequence and an MHC pseudo amino acid sequence, predict their binding affinity value. This is MHC class II binding data. (1) The peptide sequence is AFILDCDNLFPKV. The MHC is HLA-DQA10501-DQB10201 with pseudo-sequence HLA-DQA10501-DQB10201. The binding affinity (normalized) is 0.673. (2) The peptide sequence is NLLQERLKKLKSEHG. The MHC is DRB1_0401 with pseudo-sequence DRB1_0401. The binding affinity (normalized) is 0.361. (3) The peptide sequence is EHELYVAVLSNALHR. The MHC is HLA-DPA10301-DPB10402 with pseudo-sequence HLA-DPA10301-DPB10402. The binding affinity (normalized) is 0.611. (4) The peptide sequence is NRIMADGGSIQNTNL. The MHC is HLA-DQA10301-DQB10302 with pseudo-sequence HLA-DQA10301-DQB10302. The binding affinity (normalized) is 0.0726. (5) The MHC is DRB1_0802 with pseudo-sequence DRB1_0802. The peptide sequence is GELQIVDKIDAAQKI. The binding affinity (normalized) is 0.615. (6) The peptide sequence is WEQIFSTWLLKPGAG. The MHC is DRB1_0405 with pseudo-sequence DRB1_0405. The binding affinity (normalized) is 0.168.